From a dataset of Forward reaction prediction with 1.9M reactions from USPTO patents (1976-2016). Predict the product of the given reaction. (1) Given the reactants [CH3:1][O:2][C:3]1[C:4]([CH3:10])=[C:5]([CH:7]=[CH:8][CH:9]=1)N.[BrH:11].N([O-])=O.[Na+].CC(C)=O, predict the reaction product. The product is: [Br:11][C:5]1[CH:7]=[CH:8][CH:9]=[C:3]([O:2][CH3:1])[C:4]=1[CH3:10]. (2) Given the reactants [CH3:1][Li].[F:3][C:4]1[C:5](/[C:14](/I)=[CH:15]/[C:16](=O)[C:17]2[NH:18][CH:19]=[CH:20][CH:21]=2)=[C:6]2[C:10](=[CH:11][CH:12]=1)[NH:9][C:8](=[O:13])[CH2:7]2, predict the reaction product. The product is: [F:3][C:4]1[C:5]2[C:6]3[C:10](=[CH:11][CH:12]=1)[NH:9][C:8](=[O:13])[C:7]=3[C:16]([C:17]1[NH:18][CH:19]=[CH:20][CH:21]=1)=[CH:15][C:14]=2[CH3:1]. (3) Given the reactants [Cl:1][C:2]1[N:10]=[C:9]2[C:5]([N:6]=[CH:7][N:8]2[C@@H:11]2[CH2:15][C@H:14]([NH:16]C(=O)CC)[C@@H:13]([OH:21])[C@H:12]2[OH:22])=[C:4]([NH:23][CH2:24][CH:25]([C:32]2[CH:37]=[CH:36][CH:35]=[CH:34][CH:33]=2)[C:26]2[CH:31]=[CH:30][CH:29]=[CH:28][CH:27]=2)[N:3]=1.[CH3:38][C:39]([CH3:44])([CH3:43])[C:40](Cl)=[O:41], predict the reaction product. The product is: [Cl:1][C:2]1[N:10]=[C:9]2[C:5]([N:6]=[CH:7][N:8]2[C@@H:11]2[CH2:15][C@H:14]([NH:16][C:40](=[O:41])[C:39]([CH3:44])([CH3:43])[CH3:38])[C@@H:13]([OH:21])[C@H:12]2[OH:22])=[C:4]([NH:23][CH2:24][CH:25]([C:26]2[CH:31]=[CH:30][CH:29]=[CH:28][CH:27]=2)[C:32]2[CH:37]=[CH:36][CH:35]=[CH:34][CH:33]=2)[N:3]=1. (4) Given the reactants [C:1]([O:5][C:6]([N:8]1[CH2:13][CH2:12][N:11]([C:14]2[CH:19]=[C:18]([Cl:20])[N:17]=[C:16](SC)[N:15]=2)[CH2:10][CH2:9]1)=[O:7])([CH3:4])([CH3:3])[CH3:2].[CH3:23]O.O[O:26][S:27]([O-:29])=O.[K+].S([O-])(O[O-])(=O)=O.[K+].[K+], predict the reaction product. The product is: [C:1]([O:5][C:6]([N:8]1[CH2:13][CH2:12][N:11]([C:14]2[CH:19]=[C:18]([Cl:20])[N:17]=[C:16]([S:27]([CH3:23])(=[O:29])=[O:26])[N:15]=2)[CH2:10][CH2:9]1)=[O:7])([CH3:4])([CH3:2])[CH3:3]. (5) Given the reactants [F:1][C:2]1[CH:11]=[C:10]([F:12])[CH:9]=[C:8]2[C:3]=1[C:4]([NH:20][C:21]1[C:26](I)=[CH:25][N:24]=[C:23]([N:28]3[CH2:33][CH2:32][O:31][CH2:30][CH2:29]3)[CH:22]=1)=[C:5]([CH3:19])[C:6]([C:13]1[CH:18]=[CH:17][CH:16]=[CH:15][N:14]=1)=[N:7]2.CC1(C)C(C)(C)OB([C:42]2[CH:43]=[CH:44][C:45]([C:48]#[N:49])=[N:46][CH:47]=2)O1.C1(P(C2CCCCC2)C2CCCCC2)CCCCC1.[O-]P([O-])([O-])=O.[K+].[K+].[K+], predict the reaction product. The product is: [F:1][C:2]1[CH:11]=[C:10]([F:12])[CH:9]=[C:8]2[C:3]=1[C:4]([NH:20][C:21]1[CH:22]=[C:23]([N:28]3[CH2:33][CH2:32][O:31][CH2:30][CH2:29]3)[N:24]=[CH:25][C:26]=1[C:42]1[CH:47]=[N:46][C:45]([C:48]#[N:49])=[CH:44][CH:43]=1)=[C:5]([CH3:19])[C:6]([C:13]1[CH:18]=[CH:17][CH:16]=[CH:15][N:14]=1)=[N:7]2. (6) The product is: [CH2:27]([N:30]1[CH2:35][CH2:34][O:33][CH2:32][CH2:31]1)[C:28]#[CH:29].[N:30]1([CH2:27][C:28]#[C:3][C:5]2[NH:6][C:7]3[CH:8]=[C:9]([NH:19][C:20]([C@@H:38]4[CH2:39][C@H:37]4[C:45]4[CH:44]=[CH:56][CH:55]=[CH:54][CH:53]=4)=[O:22])[CH:10]=[C:11]4[C:17](=[O:18])[NH:16][N:15]=[CH:14][C:13]=2[C:12]=34)[CH2:35][CH2:34][O:33][CH2:32][CH2:31]1. Given the reactants CO[C:3]([C:5]1[NH:6][C:7]2[CH:8]=[C:9]([NH:19][C:20]([O:22]C(C)(C)C)=O)[CH:10]=[C:11]3[C:17](=[O:18])[NH:16][N:15]=[CH:14][C:13]=1[C:12]=23)=O.[CH2:27]([N:30]1[CH2:35][CH2:34][O:33][CH2:32][CH2:31]1)[C:28]#[CH:29].Br[CH2:37][C:38]#[CH:39].N1[CH2:45][CH2:44]OCC1.C([O-])([O-])=O.[K+].[K+].O1[CH2:56][CH2:55][CH2:54][CH2:53]1, predict the reaction product. (7) Given the reactants Cl.[NH2:2][C@@H:3]1[C:12]2[C:7](=[CH:8][N:9]=[CH:10][CH:11]=2)[O:6][C@H:5]([C:13]2[CH:14]=[C:15]([CH:21]=[CH:22][CH:23]=2)[C:16]([O:18][CH2:19][CH3:20])=[O:17])[CH2:4]1.[F:24][C:25]1([F:40])[O:29][C:28]2[CH:30]=[CH:31][C:32]([C:34]3([C:37](O)=[O:38])[CH2:36][CH2:35]3)=[CH:33][C:27]=2[O:26]1.F[P-](F)(F)(F)(F)F.N1(OC(N(C)C)=[N+](C)C)C2N=CC=CC=2N=N1.C(N(CC)CC)C, predict the reaction product. The product is: [F:40][C:25]1([F:24])[O:29][C:28]2[CH:30]=[CH:31][C:32]([C:34]3([C:37]([NH:2][C@@H:3]4[C:12]5[C:7](=[CH:8][N:9]=[CH:10][CH:11]=5)[O:6][C@H:5]([C:13]5[CH:14]=[C:15]([CH:21]=[CH:22][CH:23]=5)[C:16]([O:18][CH2:19][CH3:20])=[O:17])[CH2:4]4)=[O:38])[CH2:35][CH2:36]3)=[CH:33][C:27]=2[O:26]1. (8) Given the reactants C(OC(=O)[NH:10][C:11]1([C:14]2[NH:18][C:17]([CH:19]3[CH2:21][CH2:20]3)=[N:16][N:15]=2)[CH2:13][CH2:12]1)C1C=CC=CC=1, predict the reaction product. The product is: [CH:19]1([C:17]2[NH:18][C:14]([C:11]3([NH2:10])[CH2:12][CH2:13]3)=[N:15][N:16]=2)[CH2:21][CH2:20]1. (9) Given the reactants [NH2:1][C:2]1[C:7]2[C:8](=[O:20])[N:9]([C:13]3[CH:18]=[CH:17][C:16](I)=[CH:15][CH:14]=3)[CH2:10][CH2:11][O:12][C:6]=2[N:5]=[CH:4][N:3]=1.C[CH:22]([C:26]1[CH:31]=[CH:30][C:29]([OH:32])=[CH:28][CH:27]=1)[C:23]([OH:25])=[O:24].[C:33](=O)([O-])[O-].[Cs+].[Cs+].CN(C)CC(O)=O, predict the reaction product. The product is: [NH2:1][C:2]1[C:7]2[C:8](=[O:20])[N:9]([C:13]3[CH:18]=[CH:17][C:16]([O:32][C:29]4[CH:30]=[CH:31][C:26]([CH2:22][C:23]([O:25][CH3:33])=[O:24])=[CH:27][CH:28]=4)=[CH:15][CH:14]=3)[CH2:10][CH2:11][O:12][C:6]=2[N:5]=[CH:4][N:3]=1.